The task is: Regression. Given two drug SMILES strings and cell line genomic features, predict the synergy score measuring deviation from expected non-interaction effect.. This data is from NCI-60 drug combinations with 297,098 pairs across 59 cell lines. (1) Drug 1: CC1=CC2C(CCC3(C2CCC3(C(=O)C)OC(=O)C)C)C4(C1=CC(=O)CC4)C. Drug 2: CC12CCC3C(C1CCC2OP(=O)(O)O)CCC4=C3C=CC(=C4)OC(=O)N(CCCl)CCCl.[Na+]. Cell line: A549. Synergy scores: CSS=1.29, Synergy_ZIP=-4.70, Synergy_Bliss=-7.64, Synergy_Loewe=-6.38, Synergy_HSA=-6.15. (2) Drug 1: CC12CCC3C(C1CCC2=O)CC(=C)C4=CC(=O)C=CC34C. Drug 2: C1=CC(=CC=C1CCC2=CNC3=C2C(=O)NC(=N3)N)C(=O)NC(CCC(=O)O)C(=O)O. Cell line: K-562. Synergy scores: CSS=73.7, Synergy_ZIP=3.50, Synergy_Bliss=3.37, Synergy_Loewe=4.85, Synergy_HSA=5.15.